From a dataset of Full USPTO retrosynthesis dataset with 1.9M reactions from patents (1976-2016). Predict the reactants needed to synthesize the given product. Given the product [C:1]([O:5][C:6](=[O:19])[NH:7][CH2:8][CH2:9][C:10]1[CH:15]=[CH:14][CH:13]=[C:12]([NH2:16])[CH:11]=1)([CH3:4])([CH3:2])[CH3:3], predict the reactants needed to synthesize it. The reactants are: [C:1]([O:5][C:6](=[O:19])[NH:7][CH2:8][CH2:9][C:10]1[CH:15]=[CH:14][CH:13]=[C:12]([N+:16]([O-])=O)[CH:11]=1)([CH3:4])([CH3:3])[CH3:2].